Dataset: Full USPTO retrosynthesis dataset with 1.9M reactions from patents (1976-2016). Task: Predict the reactants needed to synthesize the given product. (1) Given the product [CH3:11][CH:8]1[C:7]2[C:3](=[CH:4][N:5]([C:12]([O:14][C:15]([CH3:18])([CH3:17])[CH3:16])=[O:13])[N:6]=2)[CH:2]([NH:1][C:25]2[C:33]3[C:28](=[CH:29][N:30]=[CH:31][CH:32]=3)[O:27][C:26]=2[C:34]2[N:39]=[CH:38][CH:37]=[CH:36][N:35]=2)[CH:10]=[CH:9]1, predict the reactants needed to synthesize it. The reactants are: [NH2:1][C:2]1[C:3]2[C:7]([C:8]([CH3:11])=[CH:9][CH:10]=1)=[N:6][N:5]([C:12]([O:14][C:15]([CH3:18])([CH3:17])[CH3:16])=[O:13])[CH:4]=2.FC(F)(F)S(O[C:25]1[C:33]2[C:28](=[CH:29][N:30]=[CH:31][CH:32]=2)[O:27][C:26]=1[C:34]1[N:39]=[CH:38][CH:37]=[CH:36][N:35]=1)(=O)=O.P([O-])([O-])([O-])=O.[K+].[K+].[K+].CC1(C)C2C(=C(P(C3C=CC=CC=3)C3C=CC=CC=3)C=CC=2)OC2C(P(C3C=CC=CC=3)C3C=CC=CC=3)=CC=CC1=2. (2) Given the product [CH3:54][O:50][C:49](=[O:51])[CH2:48][CH2:47][C@H:16]1[CH2:15][C@H:14]([C:11]2[CH:12]=[CH:13][C:8]([CH2:7][O:6][CH2:5][C@@H:4]([CH3:52])[CH2:3][O:2][CH3:1])=[CH:9][CH:10]=2)[C@@H:19]([O:20][CH2:21][C:22]2[CH:23]=[CH:24][C:25]3[O:30][CH2:29][CH2:28][N:27]([CH2:31][CH2:32][CH2:33][O:34][CH3:35])[C:26]=3[CH:36]=2)[CH2:18][N:17]1[S:37]([C:40]1[CH:45]=[CH:44][C:43]([CH3:46])=[CH:42][CH:41]=1)(=[O:38])=[O:39], predict the reactants needed to synthesize it. The reactants are: [CH3:1][O:2][CH2:3][C@H:4]([CH3:52])[CH2:5][O:6][CH2:7][C:8]1[CH:13]=[CH:12][C:11]([C@@H:14]2[C@@H:19]([O:20][CH2:21][C:22]3[CH:23]=[CH:24][C:25]4[O:30][CH2:29][CH2:28][N:27]([CH2:31][CH2:32][CH2:33][O:34][CH3:35])[C:26]=4[CH:36]=3)[CH2:18][N:17]([S:37]([C:40]3[CH:45]=[CH:44][C:43]([CH3:46])=[CH:42][CH:41]=3)(=[O:39])=[O:38])[C@@H:16]([CH2:47][CH2:48][C:49]([OH:51])=[O:50])[CH2:15]2)=[CH:10][CH:9]=1.[Si](C=[N+]=[N-])(C)(C)[CH3:54].S([O-])([O-])(=O)=O.[Mg+2]. (3) Given the product [Cl:13][C:12]1[CH:11]=[C:10]([Cl:14])[CH:9]=[C:8]([Cl:15])[C:7]=1[N:6]1[C:2]2=[N:1][C:33]([CH2:32][C:29]3[CH:30]=[C:31]4[C:26](=[CH:27][CH:28]=3)[NH:25][N:24]=[C:23]4[NH2:22])=[N:21][C:19](=[O:20])[C:3]2=[C:4]([CH:16]([CH3:18])[CH3:17])[NH:5]1, predict the reactants needed to synthesize it. The reactants are: [NH2:1][C:2]1[N:6]([C:7]2[C:12]([Cl:13])=[CH:11][C:10]([Cl:14])=[CH:9][C:8]=2[Cl:15])[N:5]=[C:4]([CH:16]([CH3:18])[CH3:17])[C:3]=1[C:19]([NH2:21])=[O:20].[NH2:22][C:23]1[C:31]2[C:26](=[CH:27][CH:28]=[C:29]([CH2:32][C:33](OCC)=O)[CH:30]=2)[NH:25][N:24]=1.[O-]CC.[Na+].